This data is from Catalyst prediction with 721,799 reactions and 888 catalyst types from USPTO. The task is: Predict which catalyst facilitates the given reaction. (1) Reactant: [CH3:1][O:2][C:3]([CH:5]1[C:10](=[O:11])[CH2:9][CH2:8][N:7]([C:12]([O:14][C:15]([CH3:18])([CH3:17])[CH3:16])=[O:13])[CH2:6]1)=[O:4].[H-].[Na+].N(C1C=CC=CC=1)([S:22]([C:25]([F:28])([F:27])[F:26])(=[O:24])=[O:23])[S:22]([C:25]([F:28])([F:27])[F:26])(=[O:24])=[O:23]. Product: [CH3:1][O:2][C:3]([C:5]1[CH2:6][N:7]([C:12]([O:14][C:15]([CH3:18])([CH3:17])[CH3:16])=[O:13])[CH2:8][CH2:9][C:10]=1[O:11][S:22]([C:25]([F:28])([F:27])[F:26])(=[O:24])=[O:23])=[O:4]. The catalyst class is: 1. (2) Reactant: C(O[C:6](=O)[N:7]([CH2:9][C:10]1[CH:15]=[CH:14][CH:13]=[CH:12][C:11]=1[C:16]1[CH:21]=[CH:20][C:19]([O:22][C:23]2[CH:28]=[CH:27][C:26]([S:29]([NH:32][C:33]3[S:34][CH:35]=[CH:36][N:37]=3)(=[O:31])=[O:30])=[CH:25][C:24]=2[C:38]#[N:39])=[C:18]([C:40]2[N:44]([CH3:45])[N:43]=[CH:42][CH:41]=2)[CH:17]=1)C)(C)(C)C.[F:47][C:48]([F:53])([F:52])[C:49]([OH:51])=[O:50]. Product: [F:47][C:48]([F:53])([F:52])[C:49]([OH:51])=[O:50].[C:38]([C:24]1[CH:25]=[C:26]([S:29]([NH:32][C:33]2[S:34][CH:35]=[CH:36][N:37]=2)(=[O:30])=[O:31])[CH:27]=[CH:28][C:23]=1[O:22][C:19]1[CH:20]=[CH:21][C:16]([C:11]2[CH:12]=[CH:13][CH:14]=[CH:15][C:10]=2[CH2:9][NH:7][CH3:6])=[CH:17][C:18]=1[C:40]1[N:44]([CH3:45])[N:43]=[CH:42][CH:41]=1)#[N:39]. The catalyst class is: 4.